Dataset: Catalyst prediction with 721,799 reactions and 888 catalyst types from USPTO. Task: Predict which catalyst facilitates the given reaction. (1) Reactant: [N:1]1([C:6]2[N:11]=[CH:10][C:9]([NH:12][C:13](=[O:21])OC3C=CC=CC=3)=[CH:8][CH:7]=2)[CH2:5][CH2:4][CH2:3][CH2:2]1.[C:22]([C:26]1[CH:30]=[C:29]([CH2:31][NH2:32])[N:28]([C:33]2[CH:38]=[CH:37][CH:36]=[C:35]([Cl:39])[CH:34]=2)[N:27]=1)([CH3:25])([CH3:24])[CH3:23].C(N(CC)CC)C. Product: [C:22]([C:26]1[CH:30]=[C:29]([CH2:31][NH:32][C:13]([NH:12][C:9]2[CH:10]=[N:11][C:6]([N:1]3[CH2:2][CH2:3][CH2:4][CH2:5]3)=[CH:7][CH:8]=2)=[O:21])[N:28]([C:33]2[CH:38]=[CH:37][CH:36]=[C:35]([Cl:39])[CH:34]=2)[N:27]=1)([CH3:25])([CH3:23])[CH3:24]. The catalyst class is: 58. (2) Reactant: Cl[C:2]1[N:7]=[C:6]([N:8]2[CH2:13][CH2:12][O:11][CH2:10][CH2:9]2)[N:5]=[C:4]([N:14]2[C:18]3[CH:19]=[C:20]([NH:25][C:26](=[O:32])[O:27][C:28]([CH3:31])([CH3:30])[CH3:29])[CH:21]=[C:22]([O:23][CH3:24])[C:17]=3[N:16]=[C:15]2[CH:33]([F:35])[F:34])[N:3]=1.[CH3:36][N:37]1[CH:41]=[C:40](B(O)O)[CH:39]=[N:38]1.C([O-])([O-])=O.[K+].[K+]. Product: [F:35][CH:33]([F:34])[C:15]1[N:14]([C:4]2[N:3]=[C:2]([C:39]3[CH:40]=[CH:41][N:37]([CH3:36])[N:38]=3)[N:7]=[C:6]([N:8]3[CH2:13][CH2:12][O:11][CH2:10][CH2:9]3)[N:5]=2)[C:18]2[CH:19]=[C:20]([NH:25][C:26](=[O:32])[O:27][C:28]([CH3:31])([CH3:30])[CH3:29])[CH:21]=[C:22]([O:23][CH3:24])[C:17]=2[N:16]=1. The catalyst class is: 12. (3) Reactant: [Br:1][CH2:2][C:3]1[N:4]=[C:5]2[N:9]([C:10]=1[C:11]([O:13][CH2:14][CH3:15])=[O:12])[CH:8]=[CH:7][S:6]2.[C:16]1([P:22]([C:29]2[CH:34]=[CH:33][CH:32]=[CH:31][CH:30]=2)[C:23]2[CH:28]=[CH:27][CH:26]=[CH:25][CH:24]=2)[CH:21]=[CH:20][CH:19]=[CH:18][CH:17]=1. Product: [Br-:1].[CH2:14]([O:13][C:11]([C:10]1[N:9]2[C:5]([S:6][CH:7]=[CH:8]2)=[N:4][C:3]=1[CH2:2][P+:22]([C:23]1[CH:24]=[CH:25][CH:26]=[CH:27][CH:28]=1)([C:29]1[CH:34]=[CH:33][CH:32]=[CH:31][CH:30]=1)[C:16]1[CH:17]=[CH:18][CH:19]=[CH:20][CH:21]=1)=[O:12])[CH3:15]. The catalyst class is: 10. (4) Reactant: [CH2:1]([O:3][C:4](=[O:17])[CH:5]([C:7]1[CH:12]=[CH:11][C:10]([Cl:13])=[C:9]([N+:14]([O-:16])=[O:15])[CH:8]=1)[OH:6])[CH3:2].[C:18](OC(=O)C)(=[O:20])[CH3:19]. Product: [CH2:1]([O:3][C:4](=[O:17])[CH:5]([O:6][C:18](=[O:20])[CH3:19])[C:7]1[CH:12]=[CH:11][C:10]([Cl:13])=[C:9]([N+:14]([O-:16])=[O:15])[CH:8]=1)[CH3:2]. The catalyst class is: 17. (5) Reactant: [CH3:1][O:2][C:3]1[CH:4]=[C:5]([CH:18]=[C:19]([O:21][CH3:22])[CH:20]=1)[C:6]1[O:7][C:8]2[C:13]([C:14](=[O:16])[CH:15]=1)=[CH:12][CH:11]=[C:10]([OH:17])[CH:9]=2.Br[C:24]([Br:27])([CH3:26])C.[C:28](=O)([O-])[O-].[K+].[K+].[K+].[Br-]. Product: [Br:27][CH2:24][CH2:26][CH2:28][O:17][C:10]1[CH:9]=[C:8]2[C:13]([C:14](=[O:16])[CH:15]=[C:6]([C:5]3[CH:4]=[C:3]([O:2][CH3:1])[CH:20]=[C:19]([O:21][CH3:22])[CH:18]=3)[O:7]2)=[CH:12][CH:11]=1. The catalyst class is: 9. (6) Reactant: [Br:1][C:2]1[CH:7]=[C:6]([F:8])[CH:5]=[CH:4][C:3]=1[S:9](Cl)(=[O:11])=[O:10].[NH2:13][C:14]1[CH:23]=[CH:22][C:21]2[N:20]3[CH2:24][CH2:25][CH2:26][CH:19]3[CH2:18][CH2:17][C:16]=2[C:15]=1[C:27]([O:29][CH3:30])=[O:28]. Product: [Br:1][C:2]1[CH:7]=[C:6]([F:8])[CH:5]=[CH:4][C:3]=1[S:9]([NH:13][C:14]1[CH:23]=[CH:22][C:21]2[N:20]3[CH2:24][CH2:25][CH2:26][CH:19]3[CH2:18][CH2:17][C:16]=2[C:15]=1[C:27]([O:29][CH3:30])=[O:28])(=[O:11])=[O:10]. The catalyst class is: 298. (7) Reactant: [Br-].[CH2:2]([Zn+])[C:3]1[CH:8]=[CH:7][CH:6]=[CH:5][CH:4]=1.Br[C:11]1[CH:24]=[CH:23][C:14]2[C:15]3[CH:16]=[CH:17][CH:18]=[N:19][C:20]=3[CH2:21][CH2:22][C:13]=2[CH:12]=1.[NH4+].[Cl-]. Product: [CH2:2]([C:11]1[CH:24]=[CH:23][C:14]2[C:15]3[CH:16]=[CH:17][CH:18]=[N:19][C:20]=3[CH2:21][CH2:22][C:13]=2[CH:12]=1)[C:3]1[CH:8]=[CH:7][CH:6]=[CH:5][CH:4]=1. The catalyst class is: 73.